This data is from Full USPTO retrosynthesis dataset with 1.9M reactions from patents (1976-2016). The task is: Predict the reactants needed to synthesize the given product. (1) The reactants are: Cl.[N:2]1[CH:7]=[CH:6][CH:5]=[CH:4][C:3]=1[C:8]([NH2:10])=[NH:9].C[O:12][CH:13]=[C:14]([C:19]#[C:20][Si:21]([CH3:24])([CH3:23])[CH3:22])[C:15](OC)=O.C(N(CC)CC)C. Given the product [N:2]1[CH:7]=[CH:6][CH:5]=[CH:4][C:3]=1[C:8]1[N:10]=[C:13]([OH:12])[C:14]([C:19]#[C:20][Si:21]([CH3:24])([CH3:23])[CH3:22])=[CH:15][N:9]=1, predict the reactants needed to synthesize it. (2) Given the product [CH:30]1([S:27]([C:24]2[CH:25]=[CH:26][C:21]([CH:13]([C:10]3[NH:9][C:8]([C:5]4[N:6]=[CH:7][C:2]([S:33][CH2:34][CH2:35][OH:36])=[CH:3][CH:4]=4)=[CH:12][CH:11]=3)[CH2:14][CH:15]3[CH2:20][CH2:19][O:18][CH2:17][CH2:16]3)=[CH:22][CH:23]=2)(=[O:29])=[O:28])[CH2:32][CH2:31]1, predict the reactants needed to synthesize it. The reactants are: Br[C:2]1[CH:3]=[CH:4][C:5]([C:8]2[NH:9][C:10]([CH:13]([C:21]3[CH:26]=[CH:25][C:24]([S:27]([CH:30]4[CH2:32][CH2:31]4)(=[O:29])=[O:28])=[CH:23][CH:22]=3)[CH2:14][CH:15]3[CH2:20][CH2:19][O:18][CH2:17][CH2:16]3)=[CH:11][CH:12]=2)=[N:6][CH:7]=1.[SH:33][CH2:34][CH2:35][OH:36]. (3) The reactants are: Br[C:2]1[CH:7]=[CH:6][CH:5]=[C:4]([CH2:8][OH:9])[N:3]=1.[C:10]([O:16][C:17]([CH3:20])([CH3:19])[CH3:18])(=[O:15])[CH2:11][CH2:12][C:13]#[CH:14].C(N)(C)(C)C. Given the product [OH:9][CH2:8][C:4]1[N:3]=[C:2]([C:14]#[C:13][CH2:12][CH2:11][C:10]([O:16][C:17]([CH3:20])([CH3:19])[CH3:18])=[O:15])[CH:7]=[CH:6][CH:5]=1, predict the reactants needed to synthesize it. (4) Given the product [ClH:1].[C:20]([C:22]1[CH:23]=[C:24]([CH:26]=[CH:27][CH:28]=1)[NH:25][C:2]1[C:11]2[C:6](=[CH:7][CH:8]=[CH:9][C:10]=2[O:12][CH:13]2[CH2:18][CH2:17][N:16]([CH3:19])[CH2:15][CH2:14]2)[N:5]=[CH:4][N:3]=1)#[CH:21], predict the reactants needed to synthesize it. The reactants are: [Cl:1][C:2]1[C:11]2[C:6](=[CH:7][CH:8]=[CH:9][C:10]=2[O:12][CH:13]2[CH2:18][CH2:17][N:16]([CH3:19])[CH2:15][CH2:14]2)[N:5]=[CH:4][N:3]=1.[C:20]([C:22]1[CH:23]=[C:24]([CH:26]=[CH:27][CH:28]=1)[NH2:25])#[CH:21]. (5) Given the product [Br:8][C:5]1[CH:6]=[CH:7][C:2]2[NH:1][C:18](=[O:19])[CH:17]([CH2:21][CH3:22])[S:9][C:3]=2[CH:4]=1, predict the reactants needed to synthesize it. The reactants are: [NH2:1][C:2]1[CH:7]=[CH:6][C:5]([Br:8])=[CH:4][C:3]=1[SH:9].C(=O)([O-])[O-].[Cs+].[Cs+].Br[CH:17]([CH2:21][CH3:22])[C:18](Br)=[O:19]. (6) Given the product [O-:21][P:18]([O:20][P:3]([O:5][P:6]([O-:25])([O-:8])=[O:7])([O-:4])=[O:2])(=[O:17])[O-:19].[Na+:26].[Na+:26].[Na+:26].[Na+:26].[Na+:26].[P:38](=[O:37])([OH:41])([OH:40])[OH:39], predict the reactants needed to synthesize it. The reactants are: [Na].[O-:2][P:3]1([O:20][P:18]([O-:21])(=[O:19])[O:17]P([O-])(=O)OP([O-])(=O)OP([O-])(=O)[O:8][P:6]([O-:25])(=[O:7])[O:5]1)=[O:4].[Na+:26].[Na+].[Na+].[Na+].[Na+].[Na+].[O-]P(=O)=O.[Na+].[O-:37][P:38]([O:41]P([O:37][P:38]([O-:41])([O-:39])=[O:40])([O-])=O)(=[O:40])[O-:39].[Na+].[Na+].[Na+].[Na+].[Na+].